This data is from Full USPTO retrosynthesis dataset with 1.9M reactions from patents (1976-2016). The task is: Predict the reactants needed to synthesize the given product. (1) Given the product [F:10][C:11]1[C:12]([N+:1]([O-:4])=[O:2])=[C:13]([CH:17]=[C:18]([F:20])[CH:19]=1)[C:14]([OH:16])=[O:15], predict the reactants needed to synthesize it. The reactants are: [N+:1]([O-:4])(O)=[O:2].OS(O)(=O)=O.[F:10][C:11]1[CH:12]=[C:13]([CH:17]=[C:18]([F:20])[CH:19]=1)[C:14]([OH:16])=[O:15]. (2) The reactants are: C(=O)([O-])[O-].[K+].[K+].[CH2:7](Cl)[C:8]1[CH:13]=[CH:12][CH:11]=[CH:10][CH:9]=1.[I-].[K+].Cl.[NH2:18][CH:19]([C:36]([CH3:39])([CH3:38])[CH3:37])[C:20]([N:22]1[CH2:31][CH2:30][C:29]2[C:24](=[CH:25][C:26]([O:34][CH3:35])=[C:27]([O:32][CH3:33])[CH:28]=2)[CH2:23]1)=[O:21]. Given the product [CH2:7]([NH:18][CH:19]([C:36]([CH3:39])([CH3:38])[CH3:37])[C:20]([N:22]1[CH2:31][CH2:30][C:29]2[C:24](=[CH:25][C:26]([O:34][CH3:35])=[C:27]([O:32][CH3:33])[CH:28]=2)[CH2:23]1)=[O:21])[C:8]1[CH:13]=[CH:12][CH:11]=[CH:10][CH:9]=1, predict the reactants needed to synthesize it. (3) Given the product [CH3:11][N:12]([CH3:17])[C:13](=[O:16])[CH2:14][N:2]([CH3:1])[CH2:3][CH2:4][C:5]1[CH:10]=[CH:9][N:8]=[CH:7][CH:6]=1, predict the reactants needed to synthesize it. The reactants are: [CH3:1][NH:2][CH2:3][CH2:4][C:5]1[CH:10]=[CH:9][N:8]=[CH:7][CH:6]=1.[CH3:11][N:12]([CH3:17])[C:13](=[O:16])[CH2:14]Cl.C(=O)(O)[O-].[Na+].O1CCCC1. (4) Given the product [CH3:5][C:3]1([CH3:4])[C:9]([CH3:11])([CH3:12])[O:8][C:7](=[O:13])[NH:6]1, predict the reactants needed to synthesize it. The reactants are: OC(C)(C)[C:3]([NH:6][C:7](=[O:13])[O:8][C:9]([CH3:12])([CH3:11])C)([CH3:5])[CH3:4].CC([O-])(C)C.[K+]. (5) The reactants are: C([O:9][C@@H:10]1[C@@H:38]([O:39]C(=O)C2C=CC=CC=2)[C@H:37]([O:48]C(=O)C2C=CC=CC=2)[C@@H:36]([C@@H:57]([CH3:67])[O:58]C(=O)C2C=CC=CC=2)[O:35][C@H:11]1[O:12][C:13]1[CH:18]=[C:17]([CH2:19][O:20]C(=O)C)[CH:16]=[CH:15][C:14]=1[CH2:24][C:25]1[CH:30]=[CH:29][C:28]([O:31][CH2:32][CH2:33][CH3:34])=[CH:27][CH:26]=1)(=O)C1C=CC=CC=1.C(=O)([O-])[O-].[K+].[K+]. Given the product [O:12]([C:13]1[CH:18]=[C:17]([CH2:19][OH:20])[CH:16]=[CH:15][C:14]=1[CH2:24][C:25]1[CH:26]=[CH:27][C:28]([O:31][CH2:32][CH2:33][CH3:34])=[CH:29][CH:30]=1)[C@@H:11]1[O:35][C@H:36]([C@@H:57]([CH3:67])[OH:58])[C@@H:37]([OH:48])[C@H:38]([OH:39])[C@H:10]1[OH:9], predict the reactants needed to synthesize it.